Task: Predict which catalyst facilitates the given reaction.. Dataset: Catalyst prediction with 721,799 reactions and 888 catalyst types from USPTO (1) Reactant: [CH2:1]([N:3]([CH2:18][CH3:19])[C:4](=[O:17])[C:5]1[CH:10]=[CH:9][C:8]([OH:11])=[CH:7][C:6]=1[O:12][C:13]([F:16])([F:15])[F:14])[CH3:2].C(N(C(C)C)CC)(C)C.Cl[Si:30]([C:33]([CH3:36])([CH3:35])[CH3:34])([CH3:32])[CH3:31]. Product: [CH2:18]([N:3]([CH2:1][CH3:2])[C:4](=[O:17])[C:5]1[CH:10]=[CH:9][C:8]([O:11][Si:30]([C:33]([CH3:36])([CH3:35])[CH3:34])([CH3:32])[CH3:31])=[CH:7][C:6]=1[O:12][C:13]([F:14])([F:16])[F:15])[CH3:19]. The catalyst class is: 3. (2) Reactant: CO[C:3]([C:5]1[CH:6]=[C:7]([CH:11]=[C:12]([N:14]([CH3:19])[S:15]([CH3:18])(=[O:17])=[O:16])[CH:13]=1)[C:8]([OH:10])=[O:9])=[O:4].[CH3:20][NH:21][CH2:22][C:23]1[S:24][CH:25]=[C:26]([CH3:28])[N:27]=1.C(N(CC)CC)C.F[P-](F)(F)(F)(F)F.N1(O[P+](N(C)C)(N(C)C)N(C)C)C2C=CC=CC=2N=N1. Product: [CH3:20][N:21]([CH2:22][C:23]1[S:24][CH:25]=[C:26]([CH3:28])[N:27]=1)[C:3]([C:5]1[CH:6]=[C:7]([CH:11]=[C:12]([N:14]([CH3:19])[S:15]([CH3:18])(=[O:16])=[O:17])[CH:13]=1)[C:8]([OH:10])=[O:9])=[O:4]. The catalyst class is: 34.